This data is from Reaction yield outcomes from USPTO patents with 853,638 reactions. The task is: Predict the reaction yield, written as a fraction of the theoretical maximum amount of product (1.0 means a 100% yield; for example, 0.34 means a 34% yield). (1) The reactants are [C:1]1([C:7]2[CH:16]=[CH:15][CH:14]=[C:13]3[C:8]=2[C:9]([NH:31][CH2:32][C:33]2[CH:38]=[CH:37][CH:36]=[CH:35][N:34]=2)=[N:10][C:11]([C:17]2[CH:18]=[C:19]([S:23]([NH:26][P:27](=[O:30])([OH:29])[OH:28])(=[O:25])=[O:24])[CH:20]=[N:21][CH:22]=2)=[N:12]3)[CH:6]=[CH:5][CH:4]=[CH:3][CH:2]=1.[OH-].[Mg+2:40].[OH-]. The catalyst is C(O)C.O. The product is [C:1]1([C:7]2[CH:16]=[CH:15][CH:14]=[C:13]3[C:8]=2[C:9]([NH:31][CH2:32][C:33]2[CH:38]=[CH:37][CH:36]=[CH:35][N:34]=2)=[N:10][C:11]([C:17]2[CH:18]=[C:19]([S:23]([NH:26][P:27](=[O:28])([O-:29])[O-:30])(=[O:24])=[O:25])[CH:20]=[N:21][CH:22]=2)=[N:12]3)[CH:2]=[CH:3][CH:4]=[CH:5][CH:6]=1.[Mg+2:40]. The yield is 0.760. (2) The reactants are [N:1]1([CH2:6][CH2:7][CH2:8][N:9]2[C:13]3=[N:14][CH:15]=[N:16][C:17]([NH2:18])=[C:12]3[C:11](I)=[N:10]2)[CH:5]=[CH:4][N:3]=[CH:2]1.[CH3:20][O:21][C:22]1[CH:27]=[C:26](B2OC(C)(C)C(C)(C)O2)[CH:25]=[CH:24][C:23]=1[NH:37][C:38]([C:40]1[N:41]([CH3:49])[C:42]2[C:47]([CH:48]=1)=[CH:46][CH:45]=[CH:44][CH:43]=2)=[O:39].C(=O)([O-])[O-].[Na+].[Na+]. The catalyst is COCCOC.O.C1C=CC([P]([Pd]([P](C2C=CC=CC=2)(C2C=CC=CC=2)C2C=CC=CC=2)([P](C2C=CC=CC=2)(C2C=CC=CC=2)C2C=CC=CC=2)[P](C2C=CC=CC=2)(C2C=CC=CC=2)C2C=CC=CC=2)(C2C=CC=CC=2)C2C=CC=CC=2)=CC=1. The product is [NH2:18][C:17]1[N:16]=[CH:15][N:14]=[C:13]2[N:9]([CH2:8][CH2:7][CH2:6][N:1]3[CH:5]=[CH:4][N:3]=[CH:2]3)[N:10]=[C:11]([C:26]3[CH:25]=[CH:24][C:23]([NH:37][C:38]([C:40]4[N:41]([CH3:49])[C:42]5[C:47]([CH:48]=4)=[CH:46][CH:45]=[CH:44][CH:43]=5)=[O:39])=[C:22]([O:21][CH3:20])[CH:27]=3)[C:12]=12. The yield is 0.490. (3) The reactants are [CH:1]1([C:7]2[N:8]=[C:9]([C:12]3([CH2:18][NH2:19])[CH2:17][CH2:16][O:15][CH2:14][CH2:13]3)[S:10][CH:11]=2)[CH2:6][CH2:5][CH2:4][CH2:3][CH2:2]1.[F:20][C:21]([F:37])([F:36])[C:22]1[O:26][N:25]=[C:24]([C:27]2[CH:28]=[C:29]([CH:33]=[CH:34][CH:35]=2)[C:30](O)=[O:31])[N:23]=1. No catalyst specified. The product is [CH:1]1([C:7]2[N:8]=[C:9]([C:12]3([CH2:18][NH:19][C:30](=[O:31])[C:29]4[CH:33]=[CH:34][CH:35]=[C:27]([C:24]5[N:23]=[C:22]([C:21]([F:37])([F:36])[F:20])[O:26][N:25]=5)[CH:28]=4)[CH2:13][CH2:14][O:15][CH2:16][CH2:17]3)[S:10][CH:11]=2)[CH2:2][CH2:3][CH2:4][CH2:5][CH2:6]1. The yield is 0.320. (4) The reactants are [NH:1]1[C:5]2([CH2:10][CH2:9][O:8][CH2:7][CH2:6]2)[CH2:4][CH2:3][CH:2]1[C:11]([O:13][CH2:14][CH3:15])=[O:12].[CH3:16][O:17][C:18]([NH:20][C@H:21]([C:25](Cl)=[O:26])[CH:22]([CH3:24])[CH3:23])=[O:19]. The catalyst is ClCCl.[Ag]C#N. The product is [CH3:16][O:17][C:18]([NH:20][C@H:21]([C:25]([N:1]1[C:5]2([CH2:6][CH2:7][O:8][CH2:9][CH2:10]2)[CH2:4][CH2:3][CH:2]1[C:11]([O:13][CH2:14][CH3:15])=[O:12])=[O:26])[CH:22]([CH3:23])[CH3:24])=[O:19]. The yield is 0.200. (5) The catalyst is O1CCOCC1. The product is [F:17][C:11]1[CH:12]=[C:13]([F:16])[CH:14]=[CH:15][C:10]=1[C:9]#[C:8][C:5]1[N:4]=[N:3][C:2]([NH:18][NH2:19])=[CH:7][CH:6]=1. The reactants are Cl[C:2]1[N:3]=[N:4][C:5]([C:8]#[C:9][C:10]2[CH:15]=[CH:14][C:13]([F:16])=[CH:12][C:11]=2[F:17])=[CH:6][CH:7]=1.[NH2:18][NH2:19]. The yield is 0.950. (6) The reactants are [CH2:1]([S:3][C:4]1[CH:5]=[N:6][CH:7]=C([CH:11]=1)C#N)[CH3:2].[OH-:12].[Na+].[CH3:14][CH2:15][OH:16]. The catalyst is O. The product is [CH2:1]([S:3][C:4]1[CH:5]=[N:6][CH:7]=[C:14]([CH:11]=1)[C:15]([OH:12])=[O:16])[CH3:2]. The yield is 0.880. (7) The reactants are C([O:4][C@@H:5]1[C@@H:20]([O:21]C(=O)C)[C@H:19]([O:25]C(=O)C)[CH2:18][S:17][C@H:6]1[O:7][C:8]1[C:9]2[N:10]([N:14]=[CH:15][N:16]=2)[CH:11]=[CH:12][CH:13]=1)(=O)C.N. The catalyst is CO. The product is [O:7]([C:8]1[C:9]2[N:10]([N:14]=[CH:15][N:16]=2)[CH:11]=[CH:12][CH:13]=1)[C@@H:6]1[S:17][CH2:18][C@@H:19]([OH:25])[C@H:20]([OH:21])[C@H:5]1[OH:4]. The yield is 0.360. (8) The reactants are Cl[C:2]1[N:7]=[C:6]([NH:8][CH2:9][CH2:10][CH3:11])[N:5]=[C:4]([NH:12][CH2:13][CH2:14][CH3:15])[N:3]=1.C(N(C(C)C)C(C)C)C.Cl.[O:26]1[CH2:31][CH2:30][CH2:29][CH2:28][NH:27]1.C([O-])(O)=O.[Na+]. The catalyst is O1CCCC1. The product is [O:26]1[CH2:31][CH2:30][CH2:29][CH2:28][N:27]1[C:2]1[N:7]=[C:6]([NH:8][CH2:9][CH2:10][CH3:11])[N:5]=[C:4]([NH:12][CH2:13][CH2:14][CH3:15])[N:3]=1. The yield is 0.890.